From a dataset of Full USPTO retrosynthesis dataset with 1.9M reactions from patents (1976-2016). Predict the reactants needed to synthesize the given product. (1) Given the product [CH2:18]([N:15]1[C:16]2[CH:17]=[C:9]3[N:8]=[C:7]([C:3]4[C:2]([NH:1][C:24](=[O:29])[CH2:25][CH:26]([CH3:28])[CH3:27])=[CH:6][NH:5][N:4]=4)[NH:23][C:10]3=[CH:11][C:12]=2[C:13]([CH3:22])([CH3:21])[C:14]1=[O:20])[CH3:19], predict the reactants needed to synthesize it. The reactants are: [NH2:1][C:2]1[C:3]([C:7]2[NH:23][C:10]3=[CH:11][C:12]4[C:13]([CH3:22])([CH3:21])[C:14](=[O:20])[N:15]([CH2:18][CH3:19])[C:16]=4[CH:17]=[C:9]3[N:8]=2)=[N:4][NH:5][CH:6]=1.[C:24](Cl)(=[O:29])[CH2:25][CH:26]([CH3:28])[CH3:27]. (2) Given the product [NH2:1][C:2]1[C:11]2[CH:10]=[CH:9][C:8]([F:12])=[C:7]([C:26]3[CH:25]=[CH:24][C:23]([O:22][CH3:21])=[CH:28][C:27]=3[O:29][CH3:30])[C:6]=2[N:5]=[C:4]2[CH2:14][N:15]([CH:18]3[CH2:20][CH2:19]3)[C:16](=[O:17])[C:3]=12, predict the reactants needed to synthesize it. The reactants are: [NH2:1][C:2]1[C:11]2[CH:10]=[CH:9][C:8]([F:12])=[C:7](I)[C:6]=2[N:5]=[C:4]2[CH2:14][N:15]([CH:18]3[CH2:20][CH2:19]3)[C:16](=[O:17])[C:3]=12.[CH3:21][O:22][C:23]1[CH:28]=[C:27]([O:29][CH3:30])[CH:26]=[CH:25][C:24]=1B(O)O. (3) Given the product [Br:1][C:2]1[C:3]([F:14])=[C:4]2[C:8](=[CH:9][CH:10]=1)[NH:7][N:6]=[CH:5]2, predict the reactants needed to synthesize it. The reactants are: [Br:1][C:2]1[C:3]([F:14])=[C:4]2[C:8](=[CH:9][CH:10]=1)[N:7](C(=O)C)[N:6]=[CH:5]2. (4) Given the product [Br:1][C:2]1[C:3]2[CH:18]=[CH:17][C:16]([O:19][CH3:20])=[CH:15][C:4]=2[S:5](=[O:24])[C:6]=1[C:7]1[CH:12]=[CH:11][C:10]([O:13][CH3:14])=[CH:9][CH:8]=1, predict the reactants needed to synthesize it. The reactants are: [Br:1][C:2]1[C:3]2[CH:18]=[CH:17][C:16]([O:19][CH3:20])=[CH:15][C:4]=2[S:5][C:6]=1[C:7]1[CH:12]=[CH:11][C:10]([O:13][CH3:14])=[CH:9][CH:8]=1.FC(F)(F)C(O)=[O:24].OO.S(=O)(O)[O-].[Na+]. (5) The reactants are: [CH:1]([O:4][C:5]1[CH:21]=[CH:20][C:8]([O:9][C:10]2[S:11][C:12](/[CH:15]=[CH:16]/[CH:17]([OH:19])[CH3:18])=[CH:13][N:14]=2)=[CH:7][CH:6]=1)([CH3:3])[CH3:2].C(N(CC)CC)C.[C:29](OC(=O)C)(=[O:31])[CH3:30]. Given the product [C:29]([O:19][CH:17]([CH3:18])/[CH:16]=[CH:15]/[C:12]1[S:11][C:10]([O:9][C:8]2[CH:20]=[CH:21][C:5]([O:4][CH:1]([CH3:2])[CH3:3])=[CH:6][CH:7]=2)=[N:14][CH:13]=1)(=[O:31])[CH3:30], predict the reactants needed to synthesize it. (6) The reactants are: COP([CH2:7][C:8](=[O:14])[CH2:9][C:10]([CH3:13])([CH3:12])[CH3:11])(=O)OC.[H-].[Na+].[C:17]12([CH:23]3[CH2:24][CH2:25][CH:20]1[C:21](=[O:27])[C:22]3=O)[CH2:19][CH2:18]2. Given the product [CH3:11][C:10]([CH3:13])([CH3:12])[CH2:9][C:8](=[O:14])/[CH:7]=[C:22]1/[C:21](=[O:27])[CH:20]2[C:17]3([CH2:18][CH2:19]3)[CH:23]/1[CH2:24][CH2:25]2.[CH3:11][C:10]([CH3:13])([CH3:12])[CH2:9][C:8](=[O:14])/[CH:7]=[C:22]1\[C:21](=[O:27])[CH:20]2[C:17]3([CH2:18][CH2:19]3)[CH:23]\1[CH2:24][CH2:25]2, predict the reactants needed to synthesize it. (7) Given the product [Cl:1][C:2]1[CH:3]=[CH:4][C:5]([C:8]2([C:12]3[C:21]4[C:16](=[CH:17][CH:18]=[C:19]([OH:22])[CH:20]=4)[CH2:15][CH2:14][N:13]=3)[CH2:11][CH2:10][CH2:9]2)=[CH:6][CH:7]=1, predict the reactants needed to synthesize it. The reactants are: [Cl:1][C:2]1[CH:7]=[CH:6][C:5]([C:8]2([C:12]3[C:21]4[C:16](=[CH:17][CH:18]=[C:19]([O:22]C)[CH:20]=4)[CH2:15][CH2:14][N:13]=3)[CH2:11][CH2:10][CH2:9]2)=[CH:4][CH:3]=1. (8) Given the product [CH2:45]([NH:44][C:42](=[O:43])[NH:41][C:39]1[S:40][C:36]2[C:35]([C:48]3[CH:53]=[CH:52][CH:51]=[CH:50][N:49]=3)=[CH:34][C:33]([C:30]3[CH:31]=[N:32][C:27]([N:7]4[CH2:6][CH2:5][C:4]([C:3]([F:2])([F:15])[F:16])([C:10]([O:12][CH2:13][CH3:14])=[O:11])[CH2:9][CH2:8]4)=[N:28][CH:29]=3)=[CH:47][C:37]=2[N:38]=1)[CH3:46], predict the reactants needed to synthesize it. The reactants are: Cl.[F:2][C:3]([F:16])([F:15])[C:4]1([C:10]([O:12][CH2:13][CH3:14])=[O:11])[CH2:9][CH2:8][NH:7][CH2:6][CH2:5]1.CCN(C(C)C)C(C)C.Cl[C:27]1[N:32]=[CH:31][C:30]([C:33]2[CH:34]=[C:35]([C:48]3[CH:53]=[CH:52][CH:51]=[CH:50][N:49]=3)[C:36]3[S:40][C:39]([NH:41][C:42]([NH:44][CH2:45][CH3:46])=[O:43])=[N:38][C:37]=3[CH:47]=2)=[CH:29][N:28]=1.